Dataset: Catalyst prediction with 721,799 reactions and 888 catalyst types from USPTO. Task: Predict which catalyst facilitates the given reaction. (1) Reactant: [Cl:1][C:2]1[CH:7]=[CH:6][C:5]([C:8]2[S:16][C:15]3[C:14](=[O:17])[N:13]([C:18]4[CH:23]=[CH:22][C:21]([OH:24])=[C:20]([O:25][CH3:26])[CH:19]=4)[CH:12]=[N:11][C:10]=3[CH:9]=2)=[CH:4][CH:3]=1.C1(C)C(S(O[CH2:37][CH2:38][N:39]([CH3:46])[C:40]2[CH:45]=[CH:44][CH:43]=[CH:42][CH:41]=2)(=O)=O)=CC=CC=1.C(=O)([O-])[O-].[Cs+].[Cs+].O.C(O)C. Product: [Cl:1][C:2]1[CH:3]=[CH:4][C:5]([C:8]2[S:16][C:15]3[C:14](=[O:17])[N:13]([C:18]4[CH:23]=[CH:22][C:21]([O:24][CH2:37][CH2:38][N:39]([CH3:46])[C:40]5[CH:45]=[CH:44][CH:43]=[CH:42][CH:41]=5)=[C:20]([O:25][CH3:26])[CH:19]=4)[CH:12]=[N:11][C:10]=3[CH:9]=2)=[CH:6][CH:7]=1. The catalyst class is: 3. (2) Reactant: [CH2:1]([C:8]1[N:13]=[C:12]([CH2:14]N(C)C)[CH:11]=[C:10]([C:18]2[CH:23]=[CH:22][C:21]([CH3:24])=[CH:20][CH:19]=2)[N:9]=1)[C:2]1[CH:7]=[CH:6][CH:5]=[CH:4][CH:3]=1.CC(OI1(OC(C)=O)(OC(C)=O)OC(=O)C2C=CC=CC1=2)=[O:27]. Product: [CH2:1]([C:8]1[N:13]=[C:12]([CH:14]=[O:27])[CH:11]=[C:10]([C:18]2[CH:23]=[CH:22][C:21]([CH3:24])=[CH:20][CH:19]=2)[N:9]=1)[C:2]1[CH:7]=[CH:6][CH:5]=[CH:4][CH:3]=1. The catalyst class is: 2. (3) Reactant: [NH3:1].Cl[S:3]([C:6]1[CH:7]=[C:8]([CH:12]=[CH:13][C:14]=1[CH3:15])[C:9]([OH:11])=[O:10])(=[O:5])=[O:4]. Product: [CH3:15][C:14]1[CH:13]=[CH:12][C:8]([C:9]([OH:11])=[O:10])=[CH:7][C:6]=1[S:3](=[O:5])(=[O:4])[NH2:1]. The catalyst class is: 5. (4) Reactant: [Cl:1][C:2]1[N:7]=[C:6](S(C)(=O)=O)[N:5]=[C:4]([NH:12][CH2:13][C:14]2[S:18][C:17]([CH3:19])=[N:16][C:15]=2[CH3:20])[C:3]=1[CH3:21].[NH:22]1[C:26]2[CH:27]=[CH:28][CH:29]=[CH:30][C:25]=2[N:24]=[C:23]1[CH2:31][CH2:32][CH2:33][OH:34].C[Si]([N-][Si](C)(C)C)(C)C.[Na+]. Product: [NH:22]1[C:26]2[CH:27]=[CH:28][CH:29]=[CH:30][C:25]=2[N:24]=[C:23]1[CH2:31][CH2:32][CH2:33][O:34][C:6]1[N:5]=[C:4]([NH:12][CH2:13][C:14]2[S:18][C:17]([CH3:19])=[N:16][C:15]=2[CH3:20])[C:3]([CH3:21])=[C:2]([Cl:1])[N:7]=1. The catalyst class is: 1. (5) Reactant: [NH2:1][C@H:2]([C@H:7]([CH2:9][C:10](=[O:12])[OH:11])[OH:8])[CH2:3][CH:4]([CH3:6])[CH3:5].C(N(CC)CC)C.[CH3:20][C:21]([O:24][C:25](O[C:25]([O:24][C:21]([CH3:23])([CH3:22])[CH3:20])=[O:26])=[O:26])([CH3:23])[CH3:22]. Product: [C:25]([NH:1][C@H:2]([C@H:7]([CH2:9][C:10](=[O:11])[OH:12])[OH:8])[CH2:3][CH:4]([CH3:6])[CH3:5])([O:24][C:21]([CH3:23])([CH3:22])[CH3:20])=[O:26]. The catalyst class is: 4. (6) Reactant: [OH-].[Na+].Br[CH2:4][CH2:5][CH2:6][CH2:7][CH2:8][CH2:9][CH2:10][CH2:11][OH:12].C(O)C.[SH:16][C:17]1[CH:22]=[CH:21][N+:20]([O-:23])=[CH:19][C:18]=1[CH3:24]. Product: [OH:12][CH2:11][CH2:10][CH2:9][CH2:8][CH2:7][CH2:6][CH2:5][CH2:4][S:16][C:17]1[CH:22]=[CH:21][N+:20]([O-:23])=[CH:19][C:18]=1[CH3:24]. The catalyst class is: 84. (7) Reactant: [N+:1]([C:4]1[CH:15]=[CH:14][C:7]2[C:8](=[O:13])[NH:9][S:10](=[O:12])(=[O:11])[C:6]=2[CH:5]=1)([O-])=O.C1CCCCC=1. Product: [NH2:1][C:4]1[CH:15]=[CH:14][C:7]2[C:8](=[O:13])[NH:9][S:10](=[O:12])(=[O:11])[C:6]=2[CH:5]=1. The catalyst class is: 50.